From a dataset of Full USPTO retrosynthesis dataset with 1.9M reactions from patents (1976-2016). Predict the reactants needed to synthesize the given product. (1) Given the product [Cl:1][C:2]1[CH:15]=[CH:14][C:5]([CH2:6][NH:7][C:8](=[O:13])[C:9]([CH3:12])([CH3:11])[CH3:10])=[CH:4][C:3]=1[NH:16][C:17]([NH:45][C:23]1([O:36][CH2:37][CH:38]([F:40])[F:39])[C:24]([C:25](=[O:26])[NH:27][C:28]2[CH:33]=[CH:32][C:31]([Br:34])=[CH:30][CH:29]=2)=[CH:35][CH:20]=[C:21]([NH:41][CH3:42])[NH:22]1)=[S:18], predict the reactants needed to synthesize it. The reactants are: [Cl:1][C:2]1[CH:15]=[CH:14][C:5]([CH2:6][NH:7][C:8](=[O:13])[C:9]([CH3:12])([CH3:11])[CH3:10])=[CH:4][C:3]=1[N:16]=[C:17]=[S:18].N[C:20]1[C:21]([NH:41][CH3:42])=[N:22][C:23]([O:36][CH2:37][CH:38]([F:40])[F:39])=[C:24]([CH:35]=1)[C:25]([NH:27][C:28]1[CH:33]=[CH:32][C:31]([Br:34])=[CH:30][CH:29]=1)=[O:26].CC#[N:45]. (2) Given the product [N:22]1[C:21]2[C:16](=[N:17][CH:18]=[CH:19][CH:20]=2)[N:15]([CH2:14][C:4]2[CH:3]=[C:2]([F:1])[C:7]3[N:8]=[C:9]([S:11][CH3:12])[S:10][C:6]=3[C:5]=2[F:13])[CH:24]=1, predict the reactants needed to synthesize it. The reactants are: [F:1][C:2]1[C:7]2[N:8]=[C:9]([S:11][CH3:12])[S:10][C:6]=2[C:5]([F:13])=[C:4]([CH2:14][NH:15][C:16]2[C:21]([NH2:22])=[CH:20][CH:19]=[CH:18][N:17]=2)[CH:3]=1.Br[C:24]1C=C(N)C(NCC2C=CC3N=C(SC)SC=3C=2)=CC=1OC. (3) Given the product [CH3:1][C:2]1[C:3]([O:19][CH:20]([CH3:22])[CH3:21])=[CH:4][C:5]([C:13]2[CH:14]=[N:15][N:16]([CH3:18])[CH:17]=2)=[C:6]2[C:11]=1[C:10](=[O:12])[NH:9][CH2:8][CH2:7]2, predict the reactants needed to synthesize it. The reactants are: [CH3:1][C:2]1[C:3]([O:19][CH:20]([CH3:22])[CH3:21])=[CH:4][C:5]([C:13]2[CH:14]=[N:15][N:16]([CH3:18])[CH:17]=2)=[C:6]2[C:11]=1[C:10](=[O:12])[NH:9][CH:8]=[CH:7]2. (4) The reactants are: [CH3:1][NH2:2].[Br:3][C:4]1[CH:9]=[CH:8][C:7]([O:10][CH3:11])=[CH:6][C:5]=1[CH2:12]Br.[C:14](O[C:14]([O:16][C:17]([CH3:20])([CH3:19])[CH3:18])=[O:15])([O:16][C:17]([CH3:20])([CH3:19])[CH3:18])=[O:15]. Given the product [C:17]([O:16][C:14]([N:2]([CH2:12][C:5]1[CH:6]=[C:7]([O:10][CH3:11])[CH:8]=[CH:9][C:4]=1[Br:3])[CH3:1])=[O:15])([CH3:20])([CH3:19])[CH3:18], predict the reactants needed to synthesize it.